From a dataset of Drug-target binding data from BindingDB using Ki measurements. Regression. Given a target protein amino acid sequence and a drug SMILES string, predict the binding affinity score between them. We predict pKi (pKi = -log10(Ki in M); higher means stronger inhibition). Dataset: bindingdb_ki. (1) The small molecule is CCN1CCC[C@H]1CNC(=O)c1cc(S(N)(=O)=O)ccc1OC. The target protein sequence is MDPLNLSWYDEDLERQNWSRPLNGSEGRGDRPHYNYYAMLLTLLIFVIVFGNVLVCMAVSREKALQTTTNYLIVSLAVADLLVATLVMPWVVYLEVVGEWKFSRVHCDIFVTLDVMMCTASILNLCAISIDRYTAVAMPMLYNTRYSSKRRVTVMIAIVWVLSLTISCPLLFGLNKTDQNECIIANPAFVVYSSIVSFYVPFIVTLLVYIKIYIVLRKRRKRVNTKRSSRAFRANLRAPLKGNCTHPEDRTLGTVIMKSNGSFPVNRRRVEAARRAQELEMEMLSSTSPPERTRYSPIPPSHHQLTLPDPSHHGLHSTPDSPAKPEKNGHAKDHPKIAKIFEIQTMPNGKTRTSLKTMSRRKLSQQKEKKATQMLAIVLGVFIICWLPFFITHILNIHCDCNIPPVLYSAFTWLGYVNSAVNPIIYTTFNIEFRKAFMKILHC. The pKi is 7.5. (2) The small molecule is Cc1nc2n(c(=O)c1CCN1CCC(c3noc4cc(F)ccc34)CC1)CCCC2O. The target is MLLARMKPQVQPELGGADQ. The pKi is 6.0. (3) The drug is Cn1nnnc1SCC1=C(C(=O)O)N2C(=O)[C@@H](NC(=O)[C@H](O)c3ccccc3)[C@H]2SC1. The target protein (Q9NSA0) has sequence MAFSKLLEQAGGVGLFQTLQVLTFILPCLMIPSQMLLENFSAAIPGHRCWTHMLDNGSAVSTNMTPKALLTISIPPGPNQGPHQCRRFRQPQWQLLDPNATATSWSEADTEPCVDGWVYDRSVFTSTIVAKWDLVCSSQGLKPLSQSIFMSGILVGSFIWGLLSYRFGRKPMLSWCCLQLAVAGTSTIFAPTFVIYCGLRFVAAFGMAGIFLSSLTLMVEWTTTSRRAVTMTVVGCAFSAGQAALGGLAFALRDWRTLQLAASVPFFAISLISWWLPESARWLIIKGKPDQALQELRKVARINGHKEAKNLTIEVLMSSVKEEVASAKEPRSVLDLFCVPVLRWRSCAMLVVNFSLLISYYGLVFDLQSLGRDIFLLQALFGAVDFLGRATTALLLSFLGRRTIQAGSQAMAGLAILANMLVPQDLQTLRVVFAVLGKGCFGISLTCLTIYKAELFPTPVRMTADGILHTVGRLGAMMGPLILMSRQALPLLPPLLYGVI.... The pKi is 5.9.